This data is from Experimentally validated miRNA-target interactions with 360,000+ pairs, plus equal number of negative samples. The task is: Binary Classification. Given a miRNA mature sequence and a target amino acid sequence, predict their likelihood of interaction. (1) The miRNA is hsa-miR-23b-3p with sequence AUCACAUUGCCAGGGAUUACCAC. The protein sequence of the target gene is MSGESSRSLGKGSAPPGPVPEGQIRVYSMRFCPFAQRTLMVLKAKGIRHEVININLKNKPEWFFEKNPLGLVPVLENSQGHLVTESVITCEYLDEAYPEKKLFPDDPYKKARQKMTLESFSKVPPLIASFVRSKRKEDSPNLREALENEFKKLEEGMDNYKSFLGGDSPSMVDYLTWPWFQRLEALELKECLAHTPKLKLWMAAMQQDPVASSHKIDAKTYREYLNLYLQDSPEACDYGL. Result: 0 (no interaction). (2) The miRNA is hsa-miR-1250-3p with sequence ACAUUUUCCAGCCCAUUCA. The protein sequence of the target gene is MSLRIDVDTNFPECVVDAGKVTLGTQQRQEMDPRLREKQNEIILRAVCALLNSGGGIIKAEIENKGYNYERHGVGLDVPPIFRSHLDKMQKENHFLIFVKSWNTEAGVPLATLCSNLYHRERTSTDVMDSQEALAFLKCRTQTPTNINVSNSLGPQAAQGSVQYEGNINVSAAALFDRKRLQYLEKLNLPESTHVEFVMFSTDVSHCVKDRLPKCVSAFANTEGGYVFFGVHDETCQVIGCEKEKIDLTSLRASIDGCIKKLPVHHFCTQRPEIKYVLNFLEVHDKGALRGYVCAIKVEK.... Result: 1 (interaction). (3) The miRNA is hsa-miR-204-5p with sequence UUCCCUUUGUCAUCCUAUGCCU. The protein sequence of the target gene is MAAPSLLNWRRVSSFTGPVPRARHGHRAVAIRELMIIFGGGNEGIADELHVYNTATNQWFLPAVRGDIPPGCAAHGFVCDGTRILVFGGMVEYGRYSNELYELQASRWLWKKVKPHPPPSGLPPCPRLGHSFSLYGNKCYLFGGLANESEDSNNNVPRYLNDFYELELQHGSGVVGWSIPVTKGVVPSPRESHTAVIYCKKDSGSPKMYVFGGMCGARLDDLWQLDLETMSWSKPETKGTVPLPRSLHTASVIGNKMYIFGGWVPHKGENTETSPHDCEWRCTSSFSYLNLDTTEWTTLV.... Result: 1 (interaction).